This data is from Forward reaction prediction with 1.9M reactions from USPTO patents (1976-2016). The task is: Predict the product of the given reaction. (1) Given the reactants [Br:1][C:2]1[CH:10]=[C:9]([F:11])[CH:8]=[C:7]2[C:3]=1[CH:4]=[CH:5][NH:6]2.[F:12][C:13]1[CH:14]=[C:15](B(O)O)[CH:16]=[CH:17][C:18]=1[O:19][CH2:20][C:21]1[CH:26]=[CH:25][CH:24]=[CH:23][CH:22]=1.C(N(CC)CC)C, predict the reaction product. The product is: [Br:1][C:2]1[CH:10]=[C:9]([F:11])[CH:8]=[C:7]2[C:3]=1[CH:4]=[CH:5][N:6]2[C:15]1[CH:16]=[CH:17][C:18]([O:19][CH2:20][C:21]2[CH:22]=[CH:23][CH:24]=[CH:25][CH:26]=2)=[C:13]([F:12])[CH:14]=1. (2) Given the reactants Br[C:2]1[CH:3]=[C:4]2[C:9](=[CH:10][CH:11]=1)[N:8]=[CH:7][NH:6][C:5]2=[O:12].[CH3:13][C:14]1[CH:19]=[CH:18][CH:17]=[C:16]([CH3:20])[C:15]=1B(O)O.C(=O)([O-])[O-].[K+].[K+].C1(P(C2C=CC=CC=2)C2C=CC=CC=2)C=CC=CC=1.C(=O)(O)[O-], predict the reaction product. The product is: [CH3:13][C:14]1[CH:19]=[CH:18][CH:17]=[C:16]([CH3:20])[C:15]=1[C:2]1[CH:3]=[C:4]2[C:9](=[CH:10][CH:11]=1)[N:8]=[CH:7][NH:6][C:5]2=[O:12]. (3) Given the reactants [C:1]([O:5][C:6](=[O:20])[CH:7]([NH2:19])[CH2:8][C:9]([O:11][CH2:12][C:13]1[CH:18]=[CH:17][CH:16]=[CH:15][CH:14]=1)=[O:10])([CH3:4])([CH3:3])[CH3:2].C(N(CC)CC)C.[CH3:28][O:29][C:30]1[CH:35]=[CH:34][C:33]([S:36](Cl)(=[O:38])=[O:37])=[CH:32][CH:31]=1.O, predict the reaction product. The product is: [C:1]([O:5][C:6](=[O:20])[CH:7]([NH:19][S:36]([C:33]1[CH:32]=[CH:31][C:30]([O:29][CH3:28])=[CH:35][CH:34]=1)(=[O:38])=[O:37])[CH2:8][C:9]([O:11][CH2:12][C:13]1[CH:18]=[CH:17][CH:16]=[CH:15][CH:14]=1)=[O:10])([CH3:4])([CH3:2])[CH3:3]. (4) Given the reactants [CH3:1][O:2][CH2:3][C:4]1[CH:5]=[C:6]([CH:10]=[CH:11][C:12]=1[C:13]1[CH:14]=[C:15]2[C:20](=[C:21]([O:23][CH2:24][O:25][CH2:26][CH2:27][Si:28]([CH3:31])([CH3:30])[CH3:29])[CH:22]=1)[N:19]=[CH:18][N:17]([CH2:32][O:33][CH2:34][CH2:35][Si:36]([CH3:39])([CH3:38])[CH3:37])[C:16]2=[O:40])[C:7](O)=[O:8].[CH:41]([N:44]([CH:51]([CH3:53])[CH3:52])[CH2:45][CH2:46][NH:47][CH:48]([CH3:50])[CH3:49])([CH3:43])[CH3:42].C(N(CC)C(C)C)(C)C.F[P-](F)(F)(F)(F)F.N1(OC(N(C)C)=[N+](C)C)C2N=CC=CC=2N=N1, predict the reaction product. The product is: [CH:51]([N:44]([CH:41]([CH3:43])[CH3:42])[CH2:45][CH2:46][N:47]([CH:48]([CH3:50])[CH3:49])[C:7](=[O:8])[C:6]1[CH:10]=[CH:11][C:12]([C:13]2[CH:14]=[C:15]3[C:20](=[C:21]([O:23][CH2:24][O:25][CH2:26][CH2:27][Si:28]([CH3:30])([CH3:31])[CH3:29])[CH:22]=2)[N:19]=[CH:18][N:17]([CH2:32][O:33][CH2:34][CH2:35][Si:36]([CH3:39])([CH3:37])[CH3:38])[C:16]3=[O:40])=[C:4]([CH2:3][O:2][CH3:1])[CH:5]=1)([CH3:53])[CH3:52]. (5) Given the reactants [OH:1][C:2]1[CH:10]=[CH:9][C:5]([C:6]([NH2:8])=[O:7])=[CH:4][CH:3]=1.[CH2:11]([CH:13]1[O:15][CH2:14]1)Cl.C(=O)([O-])[O-].[K+].[K+], predict the reaction product. The product is: [O:15]1[CH2:14][CH:13]1[CH2:11][O:1][C:2]1[CH:10]=[CH:9][C:5]([C:6]([NH2:8])=[O:7])=[CH:4][CH:3]=1. (6) Given the reactants [CH3:1][O:2][C:3]([C:5]1[CH:15]=[C:14]([OH:16])[C:8]2[O:9][C:10]([F:13])([F:12])[O:11][C:7]=2[CH:6]=1)=[O:4].Br[CH2:18][CH2:19][C:20]1[CH:25]=[CH:24][CH:23]=[C:22]([CH3:26])[CH:21]=1.C([O-])([O-])=O.[K+].[K+].CN(C=O)C, predict the reaction product. The product is: [CH3:1][O:2][C:3]([C:5]1[CH:15]=[C:14]([O:16][CH2:18][CH2:19][C:20]2[CH:21]=[C:22]([CH3:26])[CH:23]=[CH:24][CH:25]=2)[C:8]2[O:9][C:10]([F:13])([F:12])[O:11][C:7]=2[CH:6]=1)=[O:4].